From a dataset of Full USPTO retrosynthesis dataset with 1.9M reactions from patents (1976-2016). Predict the reactants needed to synthesize the given product. (1) Given the product [NH2:7][C@@H:8]1[CH2:12][CH2:11][N:10]([C:13]2[N:21]=[C:20]3[C:16]([N:17]=[CH:18][N:19]3[C@@H:22]3[CH2:26][C@H:25]([N:27]4[CH:31]=[C:30]([CH2:32][OH:33])[CH:29]=[N:28]4)[C@@H:24]([OH:34])[C@H:23]3[OH:35])=[C:15]([NH:36][CH2:37][CH:38]([C:45]3[CH:46]=[CH:47][CH:48]=[CH:49][CH:50]=3)[C:39]3[CH:40]=[CH:41][CH:42]=[CH:43][CH:44]=3)[N:14]=2)[CH2:9]1, predict the reactants needed to synthesize it. The reactants are: C(OC(=O)[NH:7][C@@H:8]1[CH2:12][CH2:11][N:10]([C:13]2[N:21]=[C:20]3[C:16]([N:17]=[CH:18][N:19]3[C@@H:22]3[CH2:26][C@H:25]([N:27]4[CH:31]=[C:30]([CH2:32][OH:33])[CH:29]=[N:28]4)[C@@H:24]([OH:34])[C@H:23]3[OH:35])=[C:15]([NH:36][CH2:37][CH:38]([C:45]3[CH:50]=[CH:49][CH:48]=[CH:47][CH:46]=3)[C:39]3[CH:44]=[CH:43][CH:42]=[CH:41][CH:40]=3)[N:14]=2)[CH2:9]1)(C)(C)C.Cl. (2) Given the product [N+:11]([C:10]1[C:5]([CH:4]=[O:23])=[CH:6][C:7]([O:14][C:15]2[CH:20]=[CH:19][CH:18]=[CH:17][CH:16]=2)=[N:8][CH:9]=1)([O-:13])=[O:12], predict the reactants needed to synthesize it. The reactants are: CN(C)C=[CH:4][C:5]1[C:10]([N+:11]([O-:13])=[O:12])=[CH:9][N:8]=[C:7]([O:14][C:15]2[CH:20]=[CH:19][CH:18]=[CH:17][CH:16]=2)[CH:6]=1.I([O-])(=O)(=O)=[O:23].[Na+].CCOC(C)=O. (3) Given the product [F:1][C:2]1[C:7]([O:8][CH2:21][CH2:22][CH2:23][CH2:24][CH3:25])=[CH:6][CH:5]=[CH:4][C:3]=1[CH2:9][NH:10][C:11](=[O:19])[C:12]1[CH:17]=[CH:16][CH:15]=[N:14][C:13]=1[NH2:18], predict the reactants needed to synthesize it. The reactants are: [F:1][C:2]1[C:7]([OH:8])=[CH:6][CH:5]=[CH:4][C:3]=1[CH2:9][NH:10][C:11](=[O:19])[C:12]1[CH:17]=[CH:16][CH:15]=[N:14][C:13]=1[NH2:18].I[CH2:21][CH2:22][CH2:23][CH2:24][CH3:25].C(=O)([O-])[O-].[Cs+].[Cs+].C(=O)(O)[O-].[Na+]. (4) Given the product [OH:26][C:7]([CH3:24])([CH2:6][CH2:5][C:4]1[C:9](=[O:8])[C:10]([CH3:13])=[C:11]([CH3:12])[C:2](=[O:1])[C:3]=1[CH3:25])[C:14]([NH:16][CH2:17][C:18]1[CH:23]=[CH:22][CH:21]=[CH:20][N:19]=1)=[O:15], predict the reactants needed to synthesize it. The reactants are: [OH:1][C:2]1[C:3]([CH3:25])=[C:4]2[C:9](=[C:10]([CH3:13])[C:11]=1[CH3:12])[O:8][C:7]([CH3:24])([C:14]([NH:16][CH2:17][C:18]1[CH:23]=[CH:22][CH:21]=[CH:20][N:19]=1)=[O:15])[CH2:6][CH2:5]2.[O:26]=[N+]([O-])[O-].[O-][N+](=O)[O-].[O-][N+](=O)[O-].[O-][N+](=O)[O-].[O-][N+](=O)[O-].[O-][N+](=O)[O-].[Ce+4].[NH4+].[NH4+].C([O-])(O)=O.[Na+].C([O-])([O-])=O.[K+].[K+]. (5) Given the product [F:7][C:8]1[CH:9]=[CH:10][C:11]([C:14]2[C:22]3[C:17](=[CH:18][CH:19]=[C:20]([NH:23][C:24]([C:26]4([CH:31]([OH:33])[CH3:32])[CH2:30][CH2:29][N:28]([CH2:54][C:55](=[O:56])[N:57]5[CH2:62][CH2:61][N:60]([C:63]6[CH:64]=[CH:65][C:66]([C:69]7[N:70]=[CH:71][CH:72]=[CH:73][N:74]=7)=[CH:67][CH:68]=6)[CH2:59][CH2:58]5)[CH2:27]4)=[O:25])[CH:21]=3)[N:16]([C:34]([C:35]3[CH:40]=[CH:39][CH:38]=[CH:37][CH:36]=3)([C:41]3[CH:42]=[CH:43][CH:44]=[CH:45][CH:46]=3)[C:47]3[CH:48]=[CH:49][CH:50]=[CH:51][CH:52]=3)[N:15]=2)=[CH:12][CH:13]=1, predict the reactants needed to synthesize it. The reactants are: C(=O)([O-])[O-].[Cs+].[Cs+].[F:7][C:8]1[CH:13]=[CH:12][C:11]([C:14]2[C:22]3[C:17](=[CH:18][CH:19]=[C:20]([NH:23][C:24]([C:26]4([CH:31]([OH:33])[CH3:32])[CH2:30][CH2:29][NH:28][CH2:27]4)=[O:25])[CH:21]=3)[N:16]([C:34]([C:47]3[CH:52]=[CH:51][CH:50]=[CH:49][CH:48]=3)([C:41]3[CH:46]=[CH:45][CH:44]=[CH:43][CH:42]=3)[C:35]3[CH:40]=[CH:39][CH:38]=[CH:37][CH:36]=3)[N:15]=2)=[CH:10][CH:9]=1.Cl[CH2:54][C:55]([N:57]1[CH2:62][CH2:61][N:60]([C:63]2[CH:68]=[CH:67][C:66]([C:69]3[N:74]=[CH:73][CH:72]=[CH:71][N:70]=3)=[CH:65][CH:64]=2)[CH2:59][CH2:58]1)=[O:56]. (6) Given the product [CH2:17]([N:4]([CH2:1][CH2:2][CH3:3])[C:5]([C:7]1[CH:8]=[C:9]([CH:14]=[CH:15][CH:16]=1)[C:10]([OH:12])=[O:11])=[O:6])[CH2:18][CH3:19], predict the reactants needed to synthesize it. The reactants are: [CH2:1]([N:4]([CH2:17][CH2:18][CH3:19])[C:5]([C:7]1[CH:8]=[C:9]([CH:14]=[CH:15][CH:16]=1)[C:10]([O:12]C)=[O:11])=[O:6])[CH2:2][CH3:3].COC(C1C=C(C=CC=1)C(O)=O)=O.CN(C(ON1N=NC2C=CC=NC1=2)=[N+](C)C)C.F[P-](F)(F)(F)(F)F.C(NCCC)CC.